Dataset: Forward reaction prediction with 1.9M reactions from USPTO patents (1976-2016). Task: Predict the product of the given reaction. (1) Given the reactants C(=O)([O-])[O-].[K+].[K+].[Br:7][CH2:8][CH2:9]Br.[OH:11][C:12]1[CH:17]=[CH:16][C:15]([CH2:18][C:19]([O:21][CH2:22][CH3:23])=[O:20])=[CH:14][CH:13]=1, predict the reaction product. The product is: [Br:7][CH2:8][CH2:9][O:11][C:12]1[CH:13]=[CH:14][C:15]([CH2:18][C:19]([O:21][CH2:22][CH3:23])=[O:20])=[CH:16][CH:17]=1. (2) Given the reactants C(Cl)(=O)C(Cl)=O.CS(C)=O.[OH:11][CH2:12][CH2:13][CH2:14][C:15]1[O:16][C:17]2[CH:23]=[CH:22][C:21]([C:24]([O:26][CH3:27])=[O:25])=[CH:20][C:18]=2[CH:19]=1.C(N(CC)CC)C, predict the reaction product. The product is: [CH:12]([CH2:13][CH2:14][C:15]1[O:16][C:17]2[CH:23]=[CH:22][C:21]([C:24]([O:26][CH3:27])=[O:25])=[CH:20][C:18]=2[CH:19]=1)=[O:11]. (3) Given the reactants [Cl:1][C:2]1[CH:3]=[C:4]2[C:9](=[C:10]([Cl:31])[C:11]=1[O:12][C:13]1[CH:18]=[CH:17][C:16]([C:19](=[O:30])[NH:20][CH2:21][CH2:22][C:23]3[CH:28]=[CH:27][C:26]([Cl:29])=[CH:25][CH:24]=3)=[CH:15][CH:14]=1)[O:8][CH2:7][CH2:6][CH:5]2[C:32]([OH:34])=[O:33].C[O-].[Na+:37].CO, predict the reaction product. The product is: [Cl:1][C:2]1[CH:3]=[C:4]2[C:9](=[C:10]([Cl:31])[C:11]=1[O:12][C:13]1[CH:18]=[CH:17][C:16]([C:19](=[O:30])[NH:20][CH2:21][CH2:22][C:23]3[CH:28]=[CH:27][C:26]([Cl:29])=[CH:25][CH:24]=3)=[CH:15][CH:14]=1)[O:8][CH2:7][CH2:6][CH:5]2[C:32]([O-:34])=[O:33].[Na+:37].